The task is: Predict which catalyst facilitates the given reaction.. This data is from Catalyst prediction with 721,799 reactions and 888 catalyst types from USPTO. (1) Product: [Cl:20][C:21]1[CH:27]=[C:26]([Cl:28])[C:25]([O:29][CH3:30])=[CH:24][C:22]=1[NH:23][C:2]1[C:11]2[C:6](=[CH:7][C:8]([F:17])=[C:9]([O:12][CH2:13][CH2:14][O:15][CH3:16])[CH:10]=2)[N:5]=[CH:4][C:3]=1[C:18]#[N:19]. Reactant: Cl[C:2]1[C:11]2[C:6](=[CH:7][C:8]([F:17])=[C:9]([O:12][CH2:13][CH2:14][O:15][CH3:16])[CH:10]=2)[N:5]=[CH:4][C:3]=1[C:18]#[N:19].[Cl:20][C:21]1[CH:27]=[C:26]([Cl:28])[C:25]([O:29][CH3:30])=[CH:24][C:22]=1[NH2:23].Cl.N1C=CC=CC=1. The catalyst class is: 486. (2) Reactant: [Cl:1][C:2]1[C:3]([I:9])=[CH:4][C:5](F)=[N:6][CH:7]=1.[O:10]1[CH2:15][CH2:14][N:13]([C:16]2[CH:22]=[CH:21][C:19]([NH2:20])=[CH:18][CH:17]=2)[CH2:12][CH2:11]1.Cl.O1CCOCC1. The catalyst class is: 6. Product: [Cl:1][C:2]1[C:3]([I:9])=[CH:4][C:5]([NH:20][C:19]2[CH:18]=[CH:17][C:16]([N:13]3[CH2:14][CH2:15][O:10][CH2:11][CH2:12]3)=[CH:22][CH:21]=2)=[N:6][CH:7]=1. (3) Reactant: [CH3:1][O:2][C:3]1[CH:26]=[C:25]([C:27]([F:30])([F:29])[F:28])[CH:24]=[C:23]([C:31]([F:34])([F:33])[F:32])[C:4]=1[C:5]([NH:7][CH:8]([C:17]1[CH:22]=[CH:21][CH:20]=[CH:19][CH:18]=1)[C:9]([CH3:16])([N:11]1[CH2:15][CH2:14][CH2:13][CH2:12]1)[CH3:10])=[O:6].[ClH:35]. Product: [ClH:35].[CH3:1][O:2][C:3]1[CH:26]=[C:25]([C:27]([F:28])([F:29])[F:30])[CH:24]=[C:23]([C:31]([F:33])([F:34])[F:32])[C:4]=1[C:5]([NH:7][CH:8]([C:17]1[CH:22]=[CH:21][CH:20]=[CH:19][CH:18]=1)[C:9]([CH3:16])([N:11]1[CH2:15][CH2:14][CH2:13][CH2:12]1)[CH3:10])=[O:6]. The catalyst class is: 27. (4) Reactant: Cl.[NH2:2][C:3]([NH2:5])=[NH:4].[CH3:6][O-].[Na+].CO.CN(C)/C=[CH:14]/[C:15]([C:17]1[CH:22]=[CH:21][C:20]([C:23]([CH3:41])([C:27]2[CH:32]=[CH:31][C:30]([O:33][CH2:34][C:35]3[CH:40]=[CH:39][CH:38]=[CH:37][N:36]=3)=[CH:29][CH:28]=2)[CH:24]([CH3:26])[CH3:25])=[CH:19][CH:18]=1)=O. Product: [NH2:4][C:3]1[N:5]=[CH:14][C:15]([C:17]2[CH:18]=[CH:19][C:20]([C:23]([CH3:41])([C:27]3[CH:32]=[CH:31][C:30]([O:33][CH2:34][C:35]4[CH:40]=[CH:39][CH:38]=[CH:37][N:36]=4)=[CH:29][CH:28]=3)[CH:24]([CH3:26])[CH3:25])=[CH:21][CH:22]=2)=[CH:6][N:2]=1. The catalyst class is: 8. (5) Reactant: Cl[C:2]1[N:7]=[N:6][C:5]([N:8]([CH3:25])[C:9](=[O:24])[C:10]2[CH:15]=[C:14]([C:16]([F:19])([F:18])[F:17])[CH:13]=[C:12]([S:20]([CH3:23])(=[O:22])=[O:21])[CH:11]=2)=[C:4]([C:26]2[CH:31]=[CH:30][C:29]([F:32])=[CH:28][C:27]=2[O:33][CH3:34])[CH:3]=1. Product: [F:32][C:29]1[CH:30]=[CH:31][C:26]([C:4]2[CH:3]=[CH:2][N:7]=[N:6][C:5]=2[N:8]([CH3:25])[C:9](=[O:24])[C:10]2[CH:15]=[C:14]([C:16]([F:19])([F:18])[F:17])[CH:13]=[C:12]([S:20]([CH3:23])(=[O:22])=[O:21])[CH:11]=2)=[C:27]([O:33][CH3:34])[CH:28]=1. The catalyst class is: 381. (6) Reactant: [C:1]([C:5]1[CH:10]=[CH:9][C:8]([S:11]([NH:14][C:15]2[CH:16]=[C:17]3[C:21](=[CH:22][CH:23]=2)[NH:20][C:19]([C:24](O)=[O:25])=[C:18]3[C:27]2[CH:32]=[CH:31][CH:30]=[C:29]([O:33][CH3:34])[CH:28]=2)(=[O:13])=[O:12])=[CH:7][CH:6]=1)([CH3:4])([CH3:3])[CH3:2].[CH2:35]([CH2:37][NH2:38])[OH:36]. Product: [OH:36][CH2:35][CH2:37][NH:38][C:24]([C:19]1[NH:20][C:21]2[C:17]([C:18]=1[C:27]1[CH:32]=[CH:31][CH:30]=[C:29]([O:33][CH3:34])[CH:28]=1)=[CH:16][C:15]([NH:14][S:11]([C:8]1[CH:9]=[CH:10][C:5]([C:1]([CH3:2])([CH3:3])[CH3:4])=[CH:6][CH:7]=1)(=[O:12])=[O:13])=[CH:23][CH:22]=2)=[O:25]. The catalyst class is: 98.